Dataset: Tox21: 12 toxicity assays (nuclear receptors and stress response pathways). Task: Binary classification across 12 toxicity assays. (1) The compound is CC(C)c1ccc(CO)cc1. It tested positive (active) for: NR-ER (Estrogen Receptor agonist activity), and NR-ER-LBD (Estrogen Receptor Ligand Binding Domain agonist). (2) The compound is C[C@]12CC[C@@H]3c4ccc(O)cc4C[C@@H](CCCCCCCCCS(=O)CCCC(F)(F)C(F)(F)F)[C@H]3[C@@H]1CC[C@@H]2O. It tested positive (active) for: NR-Aromatase (Aromatase enzyme inhibition), SR-ARE (Antioxidant Response Element (oxidative stress)), and SR-MMP (Mitochondrial Membrane Potential disruption).